Dataset: NCI-60 drug combinations with 297,098 pairs across 59 cell lines. Task: Regression. Given two drug SMILES strings and cell line genomic features, predict the synergy score measuring deviation from expected non-interaction effect. (1) Drug 1: CCCS(=O)(=O)NC1=C(C(=C(C=C1)F)C(=O)C2=CNC3=C2C=C(C=N3)C4=CC=C(C=C4)Cl)F. Drug 2: CN1CCC(CC1)COC2=C(C=C3C(=C2)N=CN=C3NC4=C(C=C(C=C4)Br)F)OC. Cell line: KM12. Synergy scores: CSS=-12.8, Synergy_ZIP=3.25, Synergy_Bliss=-2.99, Synergy_Loewe=-5.46, Synergy_HSA=-7.62. (2) Drug 1: N.N.Cl[Pt+2]Cl. Drug 2: CC1C(C(CC(O1)OC2CC(CC3=C2C(=C4C(=C3O)C(=O)C5=CC=CC=C5C4=O)O)(C(=O)C)O)N)O. Cell line: MCF7. Synergy scores: CSS=35.6, Synergy_ZIP=3.12, Synergy_Bliss=3.46, Synergy_Loewe=-23.1, Synergy_HSA=2.66. (3) Drug 1: CN(C)N=NC1=C(NC=N1)C(=O)N. Drug 2: CC1C(C(CC(O1)OC2CC(CC3=C2C(=C4C(=C3O)C(=O)C5=CC=CC=C5C4=O)O)(C(=O)C)O)N)O. Cell line: NCI-H226. Synergy scores: CSS=50.5, Synergy_ZIP=1.67, Synergy_Bliss=4.42, Synergy_Loewe=-15.7, Synergy_HSA=5.88. (4) Drug 1: CCCCC(=O)OCC(=O)C1(CC(C2=C(C1)C(=C3C(=C2O)C(=O)C4=C(C3=O)C=CC=C4OC)O)OC5CC(C(C(O5)C)O)NC(=O)C(F)(F)F)O. Drug 2: CN(CC1=CN=C2C(=N1)C(=NC(=N2)N)N)C3=CC=C(C=C3)C(=O)NC(CCC(=O)O)C(=O)O. Cell line: SF-268. Synergy scores: CSS=49.5, Synergy_ZIP=-5.57, Synergy_Bliss=1.98, Synergy_Loewe=-15.1, Synergy_HSA=0.678.